This data is from Forward reaction prediction with 1.9M reactions from USPTO patents (1976-2016). The task is: Predict the product of the given reaction. (1) The product is: [CH3:1][C:2]1[N:7]=[C:6]2[N:8]([CH2:13][C:14]3[CH:15]=[C:16]([NH:20][C:21](=[O:33])[O:22][CH2:23][CH2:24][CH2:25][N:26]4[CH2:27][CH2:28][N:29]([CH3:32])[CH2:30][CH2:31]4)[CH:17]=[CH:18][CH:19]=3)[C:9](=[O:11])[O:10][C:5]2=[CH:4][CH:3]=1. Given the reactants [CH3:1][C:2]1[N:7]=[C:6]2[NH:8][C:9](=[O:11])[O:10][C:5]2=[CH:4][CH:3]=1.O[CH2:13][C:14]1[CH:15]=[C:16]([NH:20][C:21](=[O:33])[O:22][CH2:23][CH2:24][CH2:25][N:26]2[CH2:31][CH2:30][N:29]([CH3:32])[CH2:28][CH2:27]2)[CH:17]=[CH:18][CH:19]=1.C1(P(C2C=CC=CC=2)C2C=CC=CC=2)C=CC=CC=1.N(C(OC(C)(C)C)=O)=NC(OC(C)(C)C)=O, predict the reaction product. (2) Given the reactants [NH2:1][C@H:2]1[CH2:7][CH2:6][C@H:5]([CH2:8][NH:9][C:10](=[O:16])[O:11][C:12]([CH3:15])([CH3:14])[CH3:13])[CH2:4][CH2:3]1.[CH:17]1[N:21]2[C:22]3[C:28]([CH:29]=O)=[CH:27][NH:26][C:23]=3[N:24]=[CH:25][C:20]2=[N:19][N:18]=1.C(O[BH-](OC(=O)C)OC(=O)C)(=O)C.[Na+].C([O-])(O)=O.[Na+].O, predict the reaction product. The product is: [C:12]([O:11][C:10](=[O:16])[NH:9][CH2:8][C@H:5]1[CH2:6][CH2:7][C@H:2]([NH:1][CH2:29][C:28]2[C:22]3[N:21]4[CH:17]=[N:18][N:19]=[C:20]4[CH:25]=[N:24][C:23]=3[NH:26][CH:27]=2)[CH2:3][CH2:4]1)([CH3:13])([CH3:15])[CH3:14]. (3) Given the reactants [CH:1]1([C:4]2[CH:5]=[C:6]([NH:10][C:11]3[O:12][CH2:13][C:14]4[CH:20]=[C:19]([NH2:21])[CH:18]=[CH:17][C:15]=4[N:16]=3)[CH:7]=[CH:8][CH:9]=2)[CH2:3][CH2:2]1.[CH:22](=O)[C:23]1[CH:28]=[CH:27][CH:26]=[CH:25][CH:24]=1, predict the reaction product. The product is: [CH2:22]([NH:21][C:19]1[CH:18]=[CH:17][C:15]2[N:16]=[C:11]([NH:10][C:6]3[CH:7]=[CH:8][CH:9]=[C:4]([CH:1]4[CH2:3][CH2:2]4)[CH:5]=3)[O:12][CH2:13][C:14]=2[CH:20]=1)[C:23]1[CH:28]=[CH:27][CH:26]=[CH:25][CH:24]=1. (4) Given the reactants [CH3:1][O:2][C:3]1[CH:4]=[C:5]([C:11]2[CH:12]=[CH:13][C:14]3[N:15]([C:17]([C:21]4[CH:28]=[CH:27][C:24]([C:25]#[N:26])=[CH:23][CH:22]=4)=[C:18]([CH3:20])[N:19]=3)[N:16]=2)[CH:6]=[CH:7][C:8]=1[O:9][CH3:10].[N-:29]=[N+:30]=[N-:31].[Na+].[Cl-].[NH4+], predict the reaction product. The product is: [CH3:1][O:2][C:3]1[CH:4]=[C:5]([C:11]2[CH:12]=[CH:13][C:14]3[N:15]([C:17]([C:21]4[CH:28]=[CH:27][C:24]([C:25]5[NH:31][N:30]=[N:29][N:26]=5)=[CH:23][CH:22]=4)=[C:18]([CH3:20])[N:19]=3)[N:16]=2)[CH:6]=[CH:7][C:8]=1[O:9][CH3:10]. (5) Given the reactants [CH:1]([SH:4])([CH3:3])[CH3:2].[H-].[Na+].Cl[C:8]1[C:13]([Cl:14])=[CH:12][CH:11]=[CH:10][N:9]=1.[NH4+].[Cl-], predict the reaction product. The product is: [Cl:14][C:13]1[C:8]([S:4][CH:1]([CH3:3])[CH3:2])=[N:9][CH:10]=[CH:11][CH:12]=1. (6) Given the reactants [CH:1]1[C:6]2[CH2:7][NH:8][CH2:9][CH2:10][S:11][C:5]=2[CH:4]=[CH:3][C:2]=1[NH2:12].[C:13]([O:16][CH2:17][CH2:18]Br)(=[O:15])[CH3:14], predict the reaction product. The product is: [NH2:12][C:2]1[CH:3]=[CH:4][C:5]2[S:11][CH2:10][CH2:9][N:8]([CH2:18][CH2:17][O:16][C:13](=[O:15])[CH3:14])[CH2:7][C:6]=2[CH:1]=1. (7) Given the reactants [C:1]([O:5][C:6]([N:8]1[CH2:11][C:10](=[CH:12][C:13]2[N:14]([CH3:40])[C:15]3[C:20]([N:21]=2)=[C:19]([N:22]2[CH2:27][CH2:26][O:25][CH2:24][CH2:23]2)[N:18]=[C:17]([N:28]2[C:32]4[CH:33]=[CH:34][CH:35]=[CH:36][C:31]=4[N:30]=[C:29]2[C@H:37]([OH:39])[CH3:38])[N:16]=3)[CH2:9]1)=[O:7])([CH3:4])([CH3:3])[CH3:2], predict the reaction product. The product is: [C:1]([O:5][C:6]([N:8]1[CH2:9][CH:10]([CH2:12][C:13]2[N:14]([CH3:40])[C:15]3[C:20]([N:21]=2)=[C:19]([N:22]2[CH2:27][CH2:26][O:25][CH2:24][CH2:23]2)[N:18]=[C:17]([N:28]2[C:32]4[CH:33]=[CH:34][CH:35]=[CH:36][C:31]=4[N:30]=[C:29]2[C@H:37]([OH:39])[CH3:38])[N:16]=3)[CH2:11]1)=[O:7])([CH3:4])([CH3:3])[CH3:2]. (8) Given the reactants [I:1][C:2]1[CH:3]=[N:4][NH:5][CH:6]=1.[C:7]1([C:13](Cl)([C:20]2[CH:25]=[CH:24][CH:23]=[CH:22][CH:21]=2)[C:14]2[CH:19]=[CH:18][CH:17]=[CH:16][CH:15]=2)[CH:12]=[CH:11][CH:10]=[CH:9][CH:8]=1.C(N(CC)CC)C, predict the reaction product. The product is: [C:13]([N:4]1[CH:3]=[C:2]([I:1])[CH:6]=[N:5]1)([C:7]1[CH:12]=[CH:11][CH:10]=[CH:9][CH:8]=1)([C:20]1[CH:21]=[CH:22][CH:23]=[CH:24][CH:25]=1)[C:14]1[CH:15]=[CH:16][CH:17]=[CH:18][CH:19]=1.